Task: Predict which catalyst facilitates the given reaction.. Dataset: Catalyst prediction with 721,799 reactions and 888 catalyst types from USPTO (1) Reactant: [O:1]([C:8]1[CH:13]=[CH:12][C:11]([CH2:14][NH:15][C:16](=[O:25])[C:17]2[CH:22]=[CH:21][C:20](Cl)=[N:19][C:18]=2[NH2:24])=[CH:10][CH:9]=1)[C:2]1[CH:7]=[CH:6][CH:5]=[CH:4][CH:3]=1.[CH2:26]([NH2:29])[CH2:27][CH3:28].CN1CCCC1=O. Product: [O:1]([C:8]1[CH:13]=[CH:12][C:11]([CH2:14][NH:15][C:16](=[O:25])[C:17]2[CH:22]=[CH:21][C:20]([NH:29][CH2:26][CH2:27][CH3:28])=[N:19][C:18]=2[NH2:24])=[CH:10][CH:9]=1)[C:2]1[CH:7]=[CH:6][CH:5]=[CH:4][CH:3]=1. The catalyst class is: 6. (2) Reactant: C([NH:4][C:5]1[CH:13]=[C:12]([C:14]([F:17])([F:16])[F:15])[C:11]([N+:18]([O-:20])=[O:19])=[CH:10][C:6]=1[C:7]([OH:9])=[O:8])(=O)C.OS(O)(=O)=O.[OH-].[Na+]. Product: [NH2:4][C:5]1[CH:13]=[C:12]([C:14]([F:17])([F:16])[F:15])[C:11]([N+:18]([O-:20])=[O:19])=[CH:10][C:6]=1[C:7]([OH:9])=[O:8]. The catalyst class is: 24. (3) Reactant: Cl.Cl[C:3]1[C:4]([O:17][CH2:18][CH:19]2[CH2:24][CH2:23][NH:22][CH2:21][CH2:20]2)=[CH:5][C:6]([F:16])=[C:7]([CH:15]=1)[C:8]([O:10][C:11](C)(C)C)=[O:9].Cl.[C:26](O)(=O)[C:27]1[CH:32]=CC=CC=1.CC1C=CC(S(O[C@@H](C2C=C(Cl)C=C(Cl)C=2)C)(=O)=O)=CC=1.[Br:56][C:57]1[CH:62]=[CH:61][C:60]([CH2:63]Cl)=[C:59]([Cl:65])[CH:58]=1. Product: [Br:56][C:57]1[CH:62]=[CH:61][C:60]([CH2:63][N:22]2[CH2:23][CH2:24][CH:19]([CH2:18][O:17][C:4]3[C:3]([CH:32]4[CH2:27][CH2:26]4)=[CH:15][C:7]([C:8]([O:10][CH3:11])=[O:9])=[C:6]([F:16])[CH:5]=3)[CH2:20][CH2:21]2)=[C:59]([Cl:65])[CH:58]=1. The catalyst class is: 682.